This data is from Full USPTO retrosynthesis dataset with 1.9M reactions from patents (1976-2016). The task is: Predict the reactants needed to synthesize the given product. (1) Given the product [Cl:20][C:21]1[CH:26]=[CH:25][C:24]([CH2:27][C:28]([NH:1][N:2]2[N:11]=[C:10]([C:12]3[CH:17]=[CH:16][N:15]=[C:14]([Cl:18])[CH:13]=3)[C:9]3[C:4](=[CH:5][CH:6]=[CH:7][CH:8]=3)[C:3]2=[O:19])=[O:29])=[CH:23][CH:22]=1, predict the reactants needed to synthesize it. The reactants are: [NH2:1][N:2]1[N:11]=[C:10]([C:12]2[CH:17]=[CH:16][N:15]=[C:14]([Cl:18])[CH:13]=2)[C:9]2[C:4](=[CH:5][CH:6]=[CH:7][CH:8]=2)[C:3]1=[O:19].[Cl:20][C:21]1[CH:26]=[CH:25][C:24]([CH2:27][C:28](Cl)=[O:29])=[CH:23][CH:22]=1. (2) The reactants are: [Si:1]([O:8][C:9]12[C:16](=[O:17])[O:15][CH:13]([CH2:14]1)[CH:12]([O:18][Si:19]([C:22]([CH3:25])([CH3:24])[CH3:23])([CH3:21])[CH3:20])[CH2:11][CH2:10]2)([C:4]([CH3:7])([CH3:6])[CH3:5])([CH3:3])[CH3:2].C[OH:27]. Given the product [Si:1]([O:8][C@:9]12[C:16](=[O:17])[O:15][C@H:13]([CH2:14]1)[C@H:12]([O:18][Si:19]([C:22]([CH3:25])([CH3:24])[CH3:23])([CH3:20])[CH3:21])[C@H:11]([OH:27])[CH2:10]2)([C:4]([CH3:7])([CH3:6])[CH3:5])([CH3:3])[CH3:2], predict the reactants needed to synthesize it. (3) The reactants are: [CH:1]([N:4]1[C:9](=[O:10])[CH:8]=[CH:7][C:6]([C:11]2[CH:12]=[CH:13][C:14]([O:23][CH2:24][CH2:25][N:26]3C(=O)C4C(=CC=CC=4)C3=O)=[N:15][C:16]=2[C:17]2[CH:22]=[CH:21][CH:20]=[CH:19][CH:18]=2)=[N:5]1)([CH3:3])[CH3:2].O.NN.C([O-])(O)=O.[Na+]. Given the product [NH2:26][CH2:25][CH2:24][O:23][C:14]1[N:15]=[C:16]([C:17]2[CH:22]=[CH:21][CH:20]=[CH:19][CH:18]=2)[C:11]([C:6]2[CH:7]=[CH:8][C:9](=[O:10])[N:4]([CH:1]([CH3:2])[CH3:3])[N:5]=2)=[CH:12][CH:13]=1, predict the reactants needed to synthesize it. (4) Given the product [CH:24]1([N:15]([C:16]2[CH:17]=[CH:18][C:19]([O:22][CH3:23])=[CH:20][CH:21]=2)[C:13](=[O:14])[N:12]([CH3:32])[C:10]2[S:11][C:7]([S:6][CH2:5][C:4]([OH:3])=[O:31])=[CH:8][N:9]=2)[CH2:28][CH2:29][CH2:30][CH2:25]1, predict the reactants needed to synthesize it. The reactants are: C([O:3][C:4](=[O:31])[CH2:5][S:6][C:7]1[S:11][C:10]([NH:12][C:13]([N:15]([CH2:24][CH:25]2[CH2:30][CH2:29][CH2:28]CC2)[C:16]2[CH:21]=[CH:20][C:19]([O:22][CH3:23])=[CH:18][CH:17]=2)=[O:14])=[N:9][CH:8]=1)C.[CH:32]1(CN(C2C=CC(S(C)(=O)=O)=CC=2)C(=O)NC2SC=C(CC(O)=O)N=2)CCCC1.CN(CC1CCCCC1)C1C=CC(OC)=CC=1.C(OC(=O)CSC1SC(N)=NC=1)C. (5) Given the product [F:34][C:3]([F:2])([F:33])[C:4]1[CH:5]=[C:6]([C@H:14]([O:16][C@H:17]2[CH2:25][CH2:24][C@@H:23]3[C@@H:19]([CH2:20][N:21]([CH3:37])[CH2:22]3)[C@@H:18]2[C:26]2[CH:27]=[CH:28][C:29]([F:32])=[CH:30][CH:31]=2)[CH3:15])[CH:7]=[C:8]([C:10]([F:13])([F:11])[F:12])[CH:9]=1, predict the reactants needed to synthesize it. The reactants are: Cl.[F:2][C:3]([F:34])([F:33])[C:4]1[CH:5]=[C:6]([C@H:14]([O:16][C@H:17]2[CH2:25][CH2:24][C@@H:23]3[C@@H:19]([CH2:20][NH:21][CH2:22]3)[C@@H:18]2[C:26]2[CH:31]=[CH:30][C:29]([F:32])=[CH:28][CH:27]=2)[CH3:15])[CH:7]=[C:8]([C:10]([F:13])([F:12])[F:11])[CH:9]=1.C=O.[C:37]([O-])(=O)C.[Na+].[BH4-].[Na+]. (6) Given the product [Cl:1][C:2]1[CH:7]=[CH:6][C:5]([N+:8]([O-:10])=[O:9])=[CH:4][C:3]=1[OH:11], predict the reactants needed to synthesize it. The reactants are: [Cl:1][C:2]1[CH:7]=[CH:6][C:5]([N+:8]([O-:10])=[O:9])=[CH:4][C:3]=1[O:11]C. (7) Given the product [Cl:22][C:21]1[C:20](=[O:27])[N:10]([CH:4]2[CH2:5][C:6]([CH3:8])([CH3:9])[CH2:7][C:2]([CH3:1])([CH3:19])[CH2:3]2)[N:11]=[CH:12][C:23]=1[Cl:24], predict the reactants needed to synthesize it. The reactants are: [CH3:1][C:2]1([CH3:19])[CH2:7][C:6]([CH3:9])([CH3:8])[CH2:5][CH:4]([NH:10][NH:11][C:12](OC(C)(C)C)=O)[CH2:3]1.[C:20](O)(=[O:27])/[C:21](=[C:23](\C=O)/[Cl:24])/[Cl:22].